Dataset: NCI-60 drug combinations with 297,098 pairs across 59 cell lines. Task: Regression. Given two drug SMILES strings and cell line genomic features, predict the synergy score measuring deviation from expected non-interaction effect. (1) Drug 1: CC1=CC2C(CCC3(C2CCC3(C(=O)C)OC(=O)C)C)C4(C1=CC(=O)CC4)C. Synergy scores: CSS=39.8, Synergy_ZIP=23.9, Synergy_Bliss=23.1, Synergy_Loewe=-29.8, Synergy_HSA=23.6. Cell line: KM12. Drug 2: C1=CC=C(C=C1)NC(=O)CCCCCCC(=O)NO. (2) Drug 1: CC12CCC(CC1=CCC3C2CCC4(C3CC=C4C5=CN=CC=C5)C)O. Drug 2: CCCCCOC(=O)NC1=NC(=O)N(C=C1F)C2C(C(C(O2)C)O)O. Cell line: HOP-62. Synergy scores: CSS=6.46, Synergy_ZIP=0.619, Synergy_Bliss=6.34, Synergy_Loewe=-1.96, Synergy_HSA=1.92.